The task is: Regression. Given a peptide amino acid sequence and an MHC pseudo amino acid sequence, predict their binding affinity value. This is MHC class I binding data.. This data is from Peptide-MHC class I binding affinity with 185,985 pairs from IEDB/IMGT. (1) The peptide sequence is RYVGLYLPF. The MHC is HLA-C14:02 with pseudo-sequence HLA-C14:02. The binding affinity (normalized) is 1.00. (2) The peptide sequence is TPSHYSGNI. The MHC is HLA-A02:16 with pseudo-sequence HLA-A02:16. The binding affinity (normalized) is 0.0847.